From a dataset of Forward reaction prediction with 1.9M reactions from USPTO patents (1976-2016). Predict the product of the given reaction. (1) Given the reactants [CH:1]([N:4]1[C:8]([CH:9]2[CH2:14][CH2:13][N:12]([CH:15]3[CH2:18]O[CH2:16]3)[CH2:11][CH2:10]2)=[CH:7][C:6]([C:19]2[CH:20]=[C:21]([C:26]([F:29])([F:28])[F:27])[C:22]([NH2:25])=[N:23][CH:24]=2)=[N:5]1)([CH3:3])[CH3:2].[CH:30]1(N2CCC(C3N(C(C)C)N=C(I)C=3)CC2)CCC1, predict the reaction product. The product is: [CH:15]1([N:12]2[CH2:13][CH2:14][CH:9]([C:8]3[N:4]([CH:1]([CH3:3])[CH3:2])[N:5]=[C:6]([C:19]4[CH:20]=[C:21]([C:26]([F:29])([F:28])[F:27])[C:22]([NH2:25])=[N:23][CH:24]=4)[CH:7]=3)[CH2:10][CH2:11]2)[CH2:18][CH2:30][CH2:16]1. (2) Given the reactants N[C:2]1[CH:3]=[C:4]2[C:8](=[CH:9][CH:10]=1)[C:7](=[O:11])[N:6]([C:12]1[CH:17]=[CH:16][C:15]([CH2:18][CH2:19][CH3:20])=[CH:14][CH:13]=1)[CH2:5]2.C=O.[C:23]([BH3-])#[N:24].[Na+].[C:27](O)(=O)C, predict the reaction product. The product is: [CH3:27][N:24]([CH3:23])[C:2]1[CH:3]=[C:4]2[C:8](=[CH:9][CH:10]=1)[C:7](=[O:11])[N:6]([C:12]1[CH:17]=[CH:16][C:15]([CH2:18][CH2:19][CH3:20])=[CH:14][CH:13]=1)[CH2:5]2. (3) Given the reactants [CH2:1]([N:3]1[C:12]2[C:7](=[C:8]([F:17])[C:9]([O:15]C)=[C:10]([O:13]C)[CH:11]=2)[C:6](=[O:18])[C:5]([C:19]([O:21]CC)=[O:20])=[CH:4]1)[CH3:2].B(Br)(Br)Br, predict the reaction product. The product is: [CH2:1]([N:3]1[C:12]2[C:7](=[C:8]([F:17])[C:9]([OH:15])=[C:10]([OH:13])[CH:11]=2)[C:6](=[O:18])[C:5]([C:19]([OH:21])=[O:20])=[CH:4]1)[CH3:2]. (4) Given the reactants [Br:1][C:2]1[CH:11]=[CH:10][C:9]([O:12][CH:13]2[CH2:18][CH2:17][NH:16][CH2:15][CH2:14]2)=[C:8]2[C:3]=1[CH:4]=[N:5][C:6]([NH:19][C:20]1[CH:28]=[CH:27][C:23]([C:24](O)=[O:25])=[CH:22][C:21]=1[O:29][CH3:30])=[N:7]2.N[CH:32]1[CH2:37][CH2:36][N:35]([CH3:38])[CH2:34][CH2:33]1.C[N:40](C(ON1N=NC2C=CC=NC1=2)=[N+](C)C)C.F[P-](F)(F)(F)(F)F.CCN(C(C)C)C(C)C, predict the reaction product. The product is: [Br:1][C:2]1[CH:11]=[CH:10][C:9]([O:12][CH:13]2[CH2:14][CH2:15][NH:16][CH2:17][CH2:18]2)=[C:8]2[C:3]=1[CH:4]=[N:5][C:6]([NH:19][C:20]1[CH:28]=[CH:27][C:23]([C:24]([NH:40][CH:36]3[CH2:37][CH2:32][CH2:33][CH2:34][N:35]3[CH3:38])=[O:25])=[CH:22][C:21]=1[O:29][CH3:30])=[N:7]2. (5) Given the reactants [NH2:1][C@H:2]([C:5]1[N:14]([C:15]2[CH:20]=[CH:19][CH:18]=[CH:17][CH:16]=2)[C:13](=[O:21])[C:12]2[C:7](=[CH:8][CH:9]=[CH:10][C:11]=2[Cl:22])[N:6]=1)[CH2:3][CH3:4].[NH2:23][C:24]1[C:29]([CH:30]=[O:31])=[C:28](Cl)[N:27]=[CH:26][N:25]=1.CCN(C(C)C)C(C)C, predict the reaction product. The product is: [NH2:23][C:24]1[C:29]([CH:30]=[O:31])=[C:28]([NH:1][C@@H:2]([C:5]2[N:14]([C:15]3[CH:16]=[CH:17][CH:18]=[CH:19][CH:20]=3)[C:13](=[O:21])[C:12]3[C:7](=[CH:8][CH:9]=[CH:10][C:11]=3[Cl:22])[N:6]=2)[CH2:3][CH3:4])[N:27]=[CH:26][N:25]=1. (6) Given the reactants C([N:4]1[CH:8]=[C:7]([C:9]2[C:13]3[C:14]([O:18][CH:19]4[CH2:24][CH2:23][O:22][CH2:21][CH2:20]4)=[N:15][CH:16]=[CH:17][C:12]=3[N:11]([C:25]([C:38]3[CH:43]=[CH:42][CH:41]=[CH:40][CH:39]=3)([C:32]3[CH:37]=[CH:36][CH:35]=[CH:34][CH:33]=3)[C:26]3[CH:31]=[CH:30][CH:29]=[CH:28][CH:27]=3)[N:10]=2)[CH:6]=[C:5]1[C:44]([O:46]C)=[O:45])(C)C.[Li+].[OH-].Cl.[CH2:51]1[CH2:55]OC[CH2:52]1, predict the reaction product. The product is: [CH:51]([C:5]1([C:44]([OH:46])=[O:45])[CH2:6][C:7]([C:9]2[C:13]3[C:14]([O:18][CH:19]4[CH2:20][CH2:21][O:22][CH2:23][CH2:24]4)=[N:15][CH:16]=[CH:17][C:12]=3[N:11]([C:25]([C:32]3[CH:37]=[CH:36][CH:35]=[CH:34][CH:33]=3)([C:38]3[CH:39]=[CH:40][CH:41]=[CH:42][CH:43]=3)[C:26]3[CH:31]=[CH:30][CH:29]=[CH:28][CH:27]=3)[N:10]=2)=[CH:8][NH:4]1)([CH3:55])[CH3:52]. (7) Given the reactants F[C:2]1[CH:3]=[C:4]([CH:7]=[C:8]([C:10]([F:13])([F:12])[F:11])[CH:9]=1)[C:5]#[N:6].[CH3:14][O:15][C:16](=[O:27])[CH2:17][CH2:18][C:19]1[CH:24]=[CH:23][C:22]([OH:25])=[CH:21][C:20]=1[CH3:26], predict the reaction product. The product is: [CH3:14][O:15][C:16](=[O:27])[CH2:17][CH2:18][C:19]1[CH:24]=[CH:23][C:22]([O:25][C:2]2[CH:9]=[C:8]([C:10]([F:13])([F:12])[F:11])[CH:7]=[C:4]([CH2:5][NH2:6])[CH:3]=2)=[CH:21][C:20]=1[CH3:26].